Dataset: Forward reaction prediction with 1.9M reactions from USPTO patents (1976-2016). Task: Predict the product of the given reaction. (1) Given the reactants Br[C:2]1[C:11]2[C:6](=[CH:7][CH:8]=[C:9]([Cl:12])[CH:10]=2)[C:5](=[O:13])[O:4][C:3]=1[CH:14]([OH:16])[CH3:15].[C:17]1(B(O)O)[CH:22]=[CH:21][CH:20]=[CH:19][CH:18]=1, predict the reaction product. The product is: [Cl:12][C:9]1[CH:10]=[C:11]2[C:6](=[CH:7][CH:8]=1)[C:5](=[O:13])[O:4][C:3]([CH:14]([OH:16])[CH3:15])=[C:2]2[C:17]1[CH:22]=[CH:21][CH:20]=[CH:19][CH:18]=1. (2) Given the reactants S([O-])([O-])=O.[Na+].[Na+].[Cl:7][C:8]1[CH:9]=[C:10]([CH:13]=[CH:14][CH:15]=1)[CH:11]=O.[NH:16]1[CH2:20][CH2:19][CH2:18][CH2:17]1.[O-][C:22]#[N:23].[Na+], predict the reaction product. The product is: [Cl:7][C:8]1[CH:9]=[C:10]([CH:11]([N:16]2[CH2:20][CH2:19][CH2:18][CH2:17]2)[C:22]#[N:23])[CH:13]=[CH:14][CH:15]=1. (3) Given the reactants [CH2:1]([N:8]1[C:12](Br)=[CH:11][N:10]=[C:9]1[CH3:14])[C:2]1[CH:7]=[CH:6][CH:5]=[CH:4][CH:3]=1.[F:15][C:16]1[CH:21]=[C:20]([F:22])[CH:19]=[CH:18][C:17]=1B(O)O.C(=O)([O-])[O-].[Na+].[Na+].CO, predict the reaction product. The product is: [CH2:1]([N:8]1[C:12]([C:19]2[CH:18]=[CH:17][C:16]([F:15])=[CH:21][C:20]=2[F:22])=[CH:11][N:10]=[C:9]1[CH3:14])[C:2]1[CH:7]=[CH:6][CH:5]=[CH:4][CH:3]=1. (4) Given the reactants [Cl:1][C:2]1[CH:7]=[CH:6][C:5]([C:8]2[C:12]3[CH2:13][N:14]([S:17]([CH3:20])(=[O:19])=[O:18])[CH2:15][CH2:16][C:11]=3[N:10]([CH2:21][CH2:22][CH2:23][N:24]3[CH2:29][CH2:28][O:27][CH2:26][C@@H:25]3[CH3:30])[N:9]=2)=[CH:4][C:3]=1[C:31]#[C:32][C:33]1[CH:42]=[C:41]2[C:36]([CH2:37][CH2:38][NH:39][CH2:40]2)=[CH:35][CH:34]=1.[CH3:43][C:44]([CH3:46])=O.C(O[BH-](OC(=O)C)OC(=O)C)(=O)C.[Na+], predict the reaction product. The product is: [Cl:1][C:2]1[CH:7]=[CH:6][C:5]([C:8]2[C:12]3[CH2:13][N:14]([S:17]([CH3:20])(=[O:19])=[O:18])[CH2:15][CH2:16][C:11]=3[N:10]([CH2:21][CH2:22][CH2:23][N:24]3[CH2:29][CH2:28][O:27][CH2:26][C@@H:25]3[CH3:30])[N:9]=2)=[CH:4][C:3]=1[C:31]#[C:32][C:33]1[CH:42]=[C:41]2[C:36]([CH2:37][CH2:38][N:39]([CH:44]([CH3:46])[CH3:43])[CH2:40]2)=[CH:35][CH:34]=1. (5) Given the reactants [CH3:1][C:2]1[O:3][C:4]2[CH:10]=[C:9]([NH:11][C:12](=[O:19])OCC(Cl)(Cl)Cl)[CH:8]=[CH:7][C:5]=2[N:6]=1.[C:20]1([C:26]2[N:30]=[C:29]([N:31]3[CH2:36][CH2:35][NH:34][CH2:33][CH2:32]3)[S:28][N:27]=2)[CH:25]=[CH:24][CH:23]=[CH:22][CH:21]=1.C(N(C(C)C)CC)(C)C.CS(C)=O, predict the reaction product. The product is: [CH3:1][C:2]1[O:3][C:4]2[CH:10]=[C:9]([NH:11][C:12]([N:34]3[CH2:35][CH2:36][N:31]([C:29]4[S:28][N:27]=[C:26]([C:20]5[CH:25]=[CH:24][CH:23]=[CH:22][CH:21]=5)[N:30]=4)[CH2:32][CH2:33]3)=[O:19])[CH:8]=[CH:7][C:5]=2[N:6]=1. (6) Given the reactants [Br:1][C:2]1[CH:7]=[CH:6][C:5]([OH:8])=[CH:4][C:3]=1[CH3:9].[I-].[H-].[Na+].[CH2:13](Br)[C:14]1[CH:19]=[CH:18][CH:17]=[CH:16][CH:15]=1, predict the reaction product. The product is: [CH2:13]([O:8][C:5]1[CH:6]=[CH:7][C:2]([Br:1])=[C:3]([CH3:9])[CH:4]=1)[C:14]1[CH:19]=[CH:18][CH:17]=[CH:16][CH:15]=1. (7) Given the reactants Cl.[CH2:2]([O:4][C:5]1[CH:6]=[C:7]([CH2:13][C:14]([NH2:16])=[NH:15])[CH:8]=[CH:9][C:10]=1[O:11][CH3:12])C.O.[NH2:18]N.[C:20]([NH:23][CH:24]([CH3:32])[C:25](=O)[C:26](OCC)=[O:27])(=[O:22])[CH3:21], predict the reaction product. The product is: [CH3:2][O:4][C:5]1[CH:6]=[C:7]([CH:8]=[CH:9][C:10]=1[O:11][CH3:12])[CH2:13][C:14]1[NH:16][C:26](=[O:27])[C:25]([CH:24]([NH:23][C:20](=[O:22])[CH3:21])[CH3:32])=[N:18][N:15]=1.